This data is from Full USPTO retrosynthesis dataset with 1.9M reactions from patents (1976-2016). The task is: Predict the reactants needed to synthesize the given product. The reactants are: C([O:3][C:4](=[O:34])[CH:5]([C:10]1[CH:11]=[C:12]([C:24]2[CH:29]=[CH:28][C:27]([C:30]([F:33])([F:32])[F:31])=[CH:26][CH:25]=2)[CH:13]=[C:14](OS(C(F)(F)F)(=O)=O)[CH:15]=1)[CH2:6][CH:7]([CH3:9])[CH3:8])C.[F:35][C:36]([F:51])([F:50])[C:37]1[CH:38]=[C:39](B(O)O)[CH:40]=[C:41]([C:43]([F:46])([F:45])[F:44])[CH:42]=1. Given the product [CH3:8][CH:7]([CH3:9])[CH2:6][CH:5]([C:10]1[CH:11]=[C:12]([C:24]2[CH:25]=[CH:26][C:27]([C:30]([F:31])([F:32])[F:33])=[CH:28][CH:29]=2)[CH:13]=[C:14]([C:39]2[CH:38]=[C:37]([C:36]([F:51])([F:50])[F:35])[CH:42]=[C:41]([C:43]([F:46])([F:45])[F:44])[CH:40]=2)[CH:15]=1)[C:4]([OH:34])=[O:3], predict the reactants needed to synthesize it.